Dataset: Peptide-MHC class II binding affinity with 134,281 pairs from IEDB. Task: Regression. Given a peptide amino acid sequence and an MHC pseudo amino acid sequence, predict their binding affinity value. This is MHC class II binding data. (1) The peptide sequence is FAEYKSDYVYQPFPK. The MHC is HLA-DPA10201-DPB10101 with pseudo-sequence HLA-DPA10201-DPB10101. The binding affinity (normalized) is 0.348. (2) The peptide sequence is DFILATDIAEMGANL. The MHC is DRB1_0301 with pseudo-sequence DRB1_0301. The binding affinity (normalized) is 0.861. (3) The peptide sequence is INEPTAAAIAYGLDR. The MHC is DRB5_0101 with pseudo-sequence DRB5_0101. The binding affinity (normalized) is 0.205.